This data is from Peptide-MHC class II binding affinity with 134,281 pairs from IEDB. The task is: Regression. Given a peptide amino acid sequence and an MHC pseudo amino acid sequence, predict their binding affinity value. This is MHC class II binding data. The peptide sequence is TFHVEKGSNPNYLALLVKYVNGDGD. The MHC is HLA-DPA10201-DPB10101 with pseudo-sequence HLA-DPA10201-DPB10101. The binding affinity (normalized) is 0.387.